From a dataset of Forward reaction prediction with 1.9M reactions from USPTO patents (1976-2016). Predict the product of the given reaction. (1) Given the reactants [C:1]([SiH2:5][O:6][C:7]([CH3:17])([CH3:16])[C:8]1[N:13]=[C:12]([CH2:14][OH:15])[CH:11]=[CH:10][CH:9]=1)([CH3:4])([CH3:3])[CH3:2], predict the reaction product. The product is: [C:1]([SiH2:5][O:6][C:7]([CH3:17])([CH3:16])[C:8]1[N:13]=[C:12]([CH:14]=[O:15])[CH:11]=[CH:10][CH:9]=1)([CH3:4])([CH3:2])[CH3:3]. (2) Given the reactants [C:1]([O:5][C:6]([NH:8][N:9]([CH:17]1[CH2:21][CH2:20][N:19](CC2C=CC=CC=2)[CH2:18]1)[C:10]([O:12][C:13]([CH3:16])([CH3:15])[CH3:14])=[O:11])=[O:7])([CH3:4])([CH3:3])[CH3:2], predict the reaction product. The product is: [C:1]([O:5][C:6]([NH:8][N:9]([CH:17]1[CH2:21][CH2:20][NH:19][CH2:18]1)[C:10]([O:12][C:13]([CH3:14])([CH3:15])[CH3:16])=[O:11])=[O:7])([CH3:2])([CH3:3])[CH3:4]. (3) The product is: [CH:1]1([O:4][C:5]2[CH:10]=[CH:9][C:8]([O:11][C:12]([F:15])([F:14])[F:13])=[CH:7][C:6]=2[CH:25]=[O:26])[CH2:3][CH2:2]1. Given the reactants [CH:1]1([O:4][C:5]2[CH:10]=[CH:9][C:8]([O:11][C:12]([F:15])([F:14])[F:13])=[CH:7][C:6]=2I)[CH2:3][CH2:2]1.C([Li])(C)(C)C.CN([CH:25]=[O:26])C.[Cl-].[NH4+], predict the reaction product. (4) Given the reactants C([O:3][C:4](=[O:31])[CH2:5][S:6][C:7]1[S:11][C:10]([NH:12][C:13]([N:15]([CH2:25][CH:26]2[CH2:30][CH2:29][CH2:28][CH2:27]2)[C:16]2[CH:21]=[CH:20][C:19]([F:22])=[C:18]([F:23])[C:17]=2[F:24])=[O:14])=[N:9][CH:8]=1)C.C1(CN(C2C=CC(S(C)(=O)=O)=CC=2)C(=O)NC2SC=C(CC(O)=O)N=2)CCCC1.C1(CNC2C=CC(F)=C(F)C=2F)CCCC1.C(OC(=O)CSC1SC(N)=NC=1)C, predict the reaction product. The product is: [CH:26]1([CH2:25][N:15]([C:16]2[CH:21]=[CH:20][C:19]([F:22])=[C:18]([F:23])[C:17]=2[F:24])[C:13](=[O:14])[NH:12][C:10]2[S:11][C:7]([S:6][CH2:5][C:4]([OH:31])=[O:3])=[CH:8][N:9]=2)[CH2:30][CH2:29][CH2:28][CH2:27]1. (5) Given the reactants Cl[S:2]([OH:5])(=O)=[O:3].[F:6][C:7]1[CH:12]=[CH:11][C:10]([C:13]2[C:20]([C:21]3[CH:26]=[CH:25][CH:24]=[CH:23][CH:22]=3)=[C:19]3[N:15]([CH2:16][CH2:17][CH2:18]3)[C:14]=2[CH3:27])=[CH:9][CH:8]=1.S(Cl)(Cl)(=O)=O.[O-]S([O-])=O.[Na+].[Na+].[C:39]([O-])(O)=O.[Na+].CI, predict the reaction product. The product is: [F:6][C:7]1[CH:8]=[CH:9][C:10]([C:13]2[C:20]([C:21]3[CH:22]=[CH:23][C:24]([S:2]([CH3:39])(=[O:5])=[O:3])=[CH:25][CH:26]=3)=[C:19]3[N:15]([C:14]=2[CH3:27])[CH2:16][CH2:17][CH2:18]3)=[CH:11][CH:12]=1. (6) The product is: [Cl:8][C:45]1[CH:20]=[C:19]([NH:18][C:17]2[O:39][C:38]([C:36]3[CH:35]=[CH:34][C:32]4[N:33]=[C:29]([C:23]5[C:24]([Cl:28])=[CH:25][CH:26]=[CH:27][C:22]=5[Cl:21])[NH:30][C:31]=4[CH:37]=3)=[N:40][N:41]=2)[CH:42]=[CH:43][N:44]=1. Given the reactants NC1C=CN=CC=1[Cl:8].[N:18]1(C(N2[CH:20]=[CH:19][N:18]=[CH:17]2)=S)[CH:19]=[CH:20]N=[CH:17]1.[Cl:21][C:22]1[CH:27]=[CH:26][CH:25]=[C:24]([Cl:28])[C:23]=1[C:29]1[NH:30][C:31]2[CH:37]=[C:36]([C:38]([NH:40][NH2:41])=[O:39])[CH:35]=[CH:34][C:32]=2[N:33]=1.[CH3:42][CH2:43][N:44]=[C:45]=NCCCN(C)C, predict the reaction product.